From a dataset of Full USPTO retrosynthesis dataset with 1.9M reactions from patents (1976-2016). Predict the reactants needed to synthesize the given product. Given the product [N:13]1[CH:14]=[CH:15][CH:16]=[N:17][C:12]=1[CH2:11][O:10][C:7]1[C:6]2[CH:18]=[C:2]([C:25]3[CH:24]=[CH:23][C:22]([O:21][C:20]([F:19])([F:31])[F:32])=[CH:27][CH:26]=3)[CH:3]=[CH:4][C:5]=2[O:9][N:8]=1, predict the reactants needed to synthesize it. The reactants are: Br[C:2]1[CH:3]=[CH:4][C:5]2[O:9][N:8]=[C:7]([O:10][CH2:11][C:12]3[N:17]=[CH:16][CH:15]=[CH:14][N:13]=3)[C:6]=2[CH:18]=1.[F:19][C:20]([F:32])([F:31])[O:21][C:22]1[CH:27]=[CH:26][C:25](B(O)O)=[CH:24][CH:23]=1.C(=O)([O-])[O-].[K+].[K+].O.